From a dataset of Peptide-MHC class I binding affinity with 185,985 pairs from IEDB/IMGT. Regression. Given a peptide amino acid sequence and an MHC pseudo amino acid sequence, predict their binding affinity value. This is MHC class I binding data. (1) The peptide sequence is KFHQIEKEF. The binding affinity (normalized) is 1.00. The MHC is HLA-A24:03 with pseudo-sequence HLA-A24:03. (2) The peptide sequence is QMLTSGEYK. The MHC is HLA-A68:01 with pseudo-sequence HLA-A68:01. The binding affinity (normalized) is 0.484. (3) The peptide sequence is EELSTLYEAL. The MHC is HLA-B44:03 with pseudo-sequence HLA-B44:03. The binding affinity (normalized) is 0.409.